From a dataset of Forward reaction prediction with 1.9M reactions from USPTO patents (1976-2016). Predict the product of the given reaction. (1) Given the reactants C[O:2][C:3]1[CH:22]=[CH:21][C:6]2[C:7]([C:10]3[CH:15]=[CH:14][C:13]([O:16]C)=[C:12]([CH2:18][CH2:19][CH3:20])[CH:11]=3)=[N:8][O:9][C:5]=2[CH:4]=1.Cl.N1C=CC=CC=1.Cl, predict the reaction product. The product is: [OH:16][C:13]1[CH:14]=[CH:15][C:10]([C:7]2[C:6]3[CH:21]=[CH:22][C:3]([OH:2])=[CH:4][C:5]=3[O:9][N:8]=2)=[CH:11][C:12]=1[CH2:18][CH2:19][CH3:20]. (2) Given the reactants Br[C:2]1[CH:11]=[CH:10][C:9]([O:12][CH3:13])=[CH:8][C:3]=1[C:4]([O:6][CH3:7])=[O:5].[CH3:14][N:15](C=O)C, predict the reaction product. The product is: [C:14]([C:2]1[CH:11]=[CH:10][C:9]([O:12][CH3:13])=[CH:8][C:3]=1[C:4]([O:6][CH3:7])=[O:5])#[N:15]. (3) Given the reactants [Cl:1][C:2]1[CH:3]=[C:4]([C@@:8]2([C:21]#[N:22])[CH2:10][C@@H:9]2[CH2:11][CH2:12][O:13][CH2:14][C:15]2[CH:20]=[CH:19][CH:18]=[CH:17][CH:16]=2)[CH:5]=[CH:6][CH:7]=1.[H-].[H-].[H-].[H-].[Li+].[Al+3].O, predict the reaction product. The product is: [Cl:1][C:2]1[CH:3]=[C:4]([C@@:8]2([CH2:21][NH2:22])[CH2:10][C@@H:9]2[CH2:11][CH2:12][O:13][CH2:14][C:15]2[CH:16]=[CH:17][CH:18]=[CH:19][CH:20]=2)[CH:5]=[CH:6][CH:7]=1. (4) The product is: [Cl:4][C:5]1[CH:6]=[N:7][C:8]2[NH:9][C:10]3[CH:11]=[N:12][CH:13]=[C:14]([CH:27]=3)[CH2:15][CH2:16][C:17]3[CH:25]=[C:21]([NH:22][C:23]=1[N:24]=2)[CH:20]=[CH:19][C:18]=3[I:32]. Given the reactants Cl.Cl.Cl.[Cl:4][C:5]1[CH:6]=[N:7][C:8]2[NH:9][C:10]3[CH:11]=[N:12][CH:13]=[C:14]([CH:27]=3)[CH2:15][CH2:16][C:17]3[CH:25]=[C:21]([NH:22][C:23]=1[N:24]=2)[CH:20]=[CH:19][C:18]=3N.N([O-])=O.[Na+].[I-:32].[K+].[Cu](C#N)C#N, predict the reaction product. (5) Given the reactants Cl[C:2]1[N:9]=[CH:8][CH:7]=[CH:6][C:3]=1[CH:4]=[O:5].[CH3:10][CH:11]1[CH2:16][CH:15]([CH3:17])[CH2:14][NH:13][CH2:12]1, predict the reaction product. The product is: [CH3:10][CH:11]1[CH2:16][CH:15]([CH3:17])[CH2:14][N:13]([C:2]2[N:9]=[CH:8][CH:7]=[CH:6][C:3]=2[CH:4]=[O:5])[CH2:12]1. (6) Given the reactants [Br:1][C:2]1[CH:10]=[CH:9][C:5]([C:6]([OH:8])=O)=[CH:4][CH:3]=1.[C:11]1([CH:17]2[CH2:21][CH2:20][NH:19][CH2:18]2)[CH:16]=[CH:15][CH:14]=[CH:13][CH:12]=1.C(Cl)CCl.C1C=CC2N(O)N=NC=2C=1.CCN(C(C)C)C(C)C, predict the reaction product. The product is: [Br:1][C:2]1[CH:3]=[CH:4][C:5]([C:6]([N:19]2[CH2:20][CH2:21][CH:17]([C:11]3[CH:16]=[CH:15][CH:14]=[CH:13][CH:12]=3)[CH2:18]2)=[O:8])=[CH:9][CH:10]=1. (7) Given the reactants [CH2:1]([NH:11][CH2:12][CH2:13][CH2:14][CH2:15][CH2:16][CH2:17][CH2:18][CH2:19][CH2:20][CH3:21])[CH2:2][CH2:3][CH2:4][CH2:5][CH2:6][CH2:7][CH2:8][CH2:9][CH3:10].[Br-].[Br:23][C:24]1[CH:25]=[CH:26][C:27]2[C:36]([CH:37]=1)=[S+:35][C:34]1[C:29](=[CH:30][CH:31]=[C:32](Br)[CH:33]=1)[N:28]=2, predict the reaction product. The product is: [Br-:23].[CH2:12]([N:11]([CH2:1][CH2:2][CH2:3][CH2:4][CH2:5][CH2:6][CH2:7][CH2:8][CH2:9][CH3:10])[C:24]1[CH:25]=[CH:26][C:27]2[C:36]([CH:37]=1)=[S+:35][C:34]1[C:29](=[CH:30][CH:31]=[C:32]([N:11]([CH2:12][CH2:13][CH2:14][CH2:15][CH2:16][CH2:17][CH2:18][CH2:19][CH2:20][CH3:21])[CH2:1][CH2:2][CH2:3][CH2:4][CH2:5][CH2:6][CH2:7][CH2:8][CH2:9][CH3:10])[CH:33]=1)[N:28]=2)[CH2:13][CH2:14][CH2:15][CH2:16][CH2:17][CH2:18][CH2:19][CH2:20][CH3:21]. (8) Given the reactants [Cl:1][C:2]1[CH:3]=[C:4]([CH:9]([N:22]2C(=O)C3C(=CC=CC=3)C2=O)[C@H:10]2[CH2:14][CH2:13][N:12]([C:15]([O:17][C:18]([CH3:21])([CH3:20])[CH3:19])=[O:16])[CH2:11]2)[CH:5]=[CH:6][C:7]=1[F:8].C1COCC1.O.NN, predict the reaction product. The product is: [NH2:22][CH:9]([C:4]1[CH:5]=[CH:6][C:7]([F:8])=[C:2]([Cl:1])[CH:3]=1)[C@H:10]1[CH2:14][CH2:13][N:12]([C:15]([O:17][C:18]([CH3:21])([CH3:20])[CH3:19])=[O:16])[CH2:11]1.